From a dataset of Catalyst prediction with 721,799 reactions and 888 catalyst types from USPTO. Predict which catalyst facilitates the given reaction. (1) Reactant: C(O[BH-](OC(=O)C)OC(=O)C)(=O)C.[Na+].[NH2:15][C:16]1[C:17]2[CH2:28][N:27]([C:29]([O:31][C:32]([CH3:35])([CH3:34])[CH3:33])=[O:30])[CH2:26][C:18]=2[N:19]([C:21]([O:23][CH2:24][CH3:25])=[O:22])[N:20]=1.[Br:36][C:37]1[C:42]([CH:43]=O)=[C:41]([F:45])[C:40]([O:46][CH3:47])=[CH:39][CH:38]=1.C(O)(=O)C. Product: [Br:36][C:37]1[C:42]([CH2:43][NH:15][C:16]2[C:17]3[CH2:28][N:27]([C:29]([O:31][C:32]([CH3:34])([CH3:33])[CH3:35])=[O:30])[CH2:26][C:18]=3[N:19]([C:21]([O:23][CH2:24][CH3:25])=[O:22])[N:20]=2)=[C:41]([F:45])[C:40]([O:46][CH3:47])=[CH:39][CH:38]=1. The catalyst class is: 4. (2) Reactant: C([Li])CCC.CCCCCC.[CH2:12]([O:14][C:15](=[O:25])[CH2:16]P(OCC)(OCC)=O)[CH3:13].[Cl:26][C:27]1[N:31]=[C:30]([C:32]2[CH:37]=[CH:36][CH:35]=[CH:34][CH:33]=2)[N:29]([CH3:38])[C:28]=1[CH:39]=O. Product: [CH2:12]([O:14][C:15](=[O:25])[CH:16]=[CH:39][C:28]1[N:29]([CH3:38])[C:30]([C:32]2[CH:33]=[CH:34][CH:35]=[CH:36][CH:37]=2)=[N:31][C:27]=1[Cl:26])[CH3:13]. The catalyst class is: 1. (3) Product: [C:4]([O:3][C:1]([N:8]1[C@H:15]([C:16]2[CH:21]=[CH:20][CH:19]=[CH:18][CH:17]=2)[CH2:14][CH2:13][C@@H:9]1[C:10]([N:30]([O:31][CH3:32])[CH3:25])=[O:12])=[O:2])([CH3:5])([CH3:6])[CH3:7]. The catalyst class is: 3. Reactant: [C:1]([N:8]1[C@@H:15]([C:16]2[CH:21]=[CH:20][CH:19]=[CH:18][CH:17]=2)[CH2:14][CH2:13][C@H:9]1[C:10]([OH:12])=O)([O:3][C:4]([CH3:7])([CH3:6])[CH3:5])=[O:2].C1C=C[C:25]2[N:30]([OH:31])N=NC=2C=1.[CH2:32](Cl)CCl.CCN(C(C)C)C(C)C. (4) Reactant: C[O:2][C:3](=[O:36])[CH2:4][CH2:5][C:6]1[CH:11]=[CH:10][C:9]([O:12][CH2:13][CH2:14][C@H:15]([O:17][C:18]2[CH:23]=[CH:22][C:21]([CH2:24][CH3:25])=[CH:20][C:19]=2[C:26]([CH3:34])([C:28]2[CH:33]=[CH:32][CH:31]=[CH:30][CH:29]=2)[CH3:27])[CH3:16])=[CH:8][C:7]=1[CH3:35].[OH-].[Na+].Cl. Product: [CH2:24]([C:21]1[CH:22]=[CH:23][C:18]([O:17][C@H:15]([CH3:16])[CH2:14][CH2:13][O:12][C:9]2[CH:10]=[CH:11][C:6]([CH2:5][CH2:4][C:3]([OH:36])=[O:2])=[C:7]([CH3:35])[CH:8]=2)=[C:19]([C:26]([CH3:27])([C:28]2[CH:29]=[CH:30][CH:31]=[CH:32][CH:33]=2)[CH3:34])[CH:20]=1)[CH3:25]. The catalyst class is: 24. (5) Reactant: [CH2:1]([OH:12])[C@H:2]([C@H:4]([C@@H:6]([C@@H:8]([CH2:10][OH:11])[OH:9])[OH:7])[OH:5])[OH:3].[CH3:13][N:14]1[C:22]([CH2:23][CH2:24][CH2:25][C:26]([OH:28])=[O:27])=[N:21][C:20]2[CH:19]=[C:18]([N:29]([CH2:33][CH2:34][Cl:35])[CH2:30][CH2:31][Cl:32])[CH:17]=[CH:16][C:15]1=2.Cl. Product: [CH3:13][N:14]1[C:22]([CH2:23][CH2:24][CH2:25][C:26]([OH:28])=[O:27])=[N:21][C:20]2[CH:19]=[C:18]([N:29]([CH2:30][CH2:31][Cl:32])[CH2:33][CH2:34][Cl:35])[CH:17]=[CH:16][C:15]1=2.[CH2:10]([OH:11])[C@H:8]([C@H:6]([C@@H:4]([C@@H:2]([CH2:1][OH:12])[OH:3])[OH:5])[OH:7])[OH:9]. The catalyst class is: 16. (6) Reactant: [CH2:1]([O:8][CH2:9][CH:10]=O)[C:2]1[CH:7]=[CH:6][CH:5]=[CH:4][CH:3]=1.[CH3:12][NH2:13].[C-:14]#[N:15].[Na+]. Product: [CH2:1]([O:8][CH2:9][CH:10]([NH:15][CH3:14])[C:12]#[N:13])[C:2]1[CH:7]=[CH:6][CH:5]=[CH:4][CH:3]=1. The catalyst class is: 316. (7) Reactant: [Br:1][C:2]1[CH:3]=[CH:4][C:5]([S:8](Cl)(=[O:10])=[O:9])=[N:6][CH:7]=1.Cl.[CH3:13][NH:14][CH2:15][CH2:16][NH:17][S:18]([CH3:21])(=[O:20])=[O:19].CCN(CC)CC. Product: [Br:1][C:2]1[CH:3]=[CH:4][C:5]([S:8]([N:14]([CH3:13])[CH2:15][CH2:16][NH:17][S:18]([CH3:21])(=[O:20])=[O:19])(=[O:10])=[O:9])=[N:6][CH:7]=1. The catalyst class is: 2.